Dataset: Catalyst prediction with 721,799 reactions and 888 catalyst types from USPTO. Task: Predict which catalyst facilitates the given reaction. Reactant: C([O:5][C:6](=[O:41])[NH:7][CH:8]1[CH2:13][CH2:12][CH:11]([N:14]([CH2:39][CH3:40])[C:15]2[C:30]3[CH2:29][CH:28]=[CH:27][CH2:26][CH2:25][C:24]4[CH:31]=[C:32]([CH3:37])[N:33]=[C:34]([O:35][CH3:36])[C:23]=4[CH2:22][NH:21][C:20](=[O:38])[C:19]=3[CH:18]=[CH:17][CH:16]=2)[CH2:10][CH2:9]1)(C)(C)C.C(O)(C(F)(F)F)=O. Product: [CH:6]([OH:41])=[O:5].[NH2:7][C@@H:8]1[CH2:13][CH2:12][C@H:11]([N:14]([CH2:39][CH3:40])[C:15]2[C:30]3[CH2:29][CH:28]=[CH:27][CH2:26][CH2:25][C:24]4[CH:31]=[C:32]([CH3:37])[N:33]=[C:34]([O:35][CH3:36])[C:23]=4[CH2:22][NH:21][C:20](=[O:38])[C:19]=3[CH:18]=[CH:17][CH:16]=2)[CH2:10][CH2:9]1. The catalyst class is: 2.